This data is from Full USPTO retrosynthesis dataset with 1.9M reactions from patents (1976-2016). The task is: Predict the reactants needed to synthesize the given product. (1) Given the product [CH3:1][O:2][C:3]1[C:8]([NH2:23])=[CH:7][CH:6]=[CH:5][N:4]=1, predict the reactants needed to synthesize it. The reactants are: [CH3:1][O:2][C:3]1[C:8](CC2SC(N)=NC=2)=[CH:7][CH:6]=[CH:5][N:4]=1.ClC(CC1C=[N:23]C=CC=1)C=O.NC(N)=S. (2) Given the product [CH3:24][O:25][C:26]1[CH:31]=[C:30]([C:2]2[C:3]3[N:11]=[N:10][N:9]([CH2:12][C:13]4[CH:18]=[CH:17][CH:16]=[C:15]([C:19]5([OH:23])[CH2:22][CH2:21][CH2:20]5)[N:14]=4)[C:4]=3[N:5]=[C:6]([NH2:8])[N:7]=2)[CH:29]=[CH:28][CH:27]=1, predict the reactants needed to synthesize it. The reactants are: Cl[C:2]1[C:3]2[N:11]=[N:10][N:9]([CH2:12][C:13]3[CH:18]=[CH:17][CH:16]=[C:15]([C:19]4([OH:23])[CH2:22][CH2:21][CH2:20]4)[N:14]=3)[C:4]=2[N:5]=[C:6]([NH2:8])[N:7]=1.[CH3:24][O:25][C:26]1[CH:27]=[C:28](B(O)O)[CH:29]=[CH:30][CH:31]=1. (3) Given the product [CH3:24][N:23]([CH2:25][C:26]1[CH:27]=[CH:28][C:29]([NH:32][C:2]2[N:7]=[C:6]([N:8]3[CH2:13][CH2:12][C:11]4[N:14]=[CH:15][NH:16][C:10]=4[CH2:9]3)[C:5]([N:17]([CH3:19])[CH3:18])=[CH:4][N:3]=2)=[CH:30][CH:31]=1)[CH3:22], predict the reactants needed to synthesize it. The reactants are: Cl[C:2]1[N:7]=[C:6]([N:8]2[CH2:13][CH2:12][C:11]3[N:14]=[CH:15][NH:16][C:10]=3[CH2:9]2)[C:5]([N:17]([CH3:19])[CH3:18])=[CH:4][N:3]=1.O.Cl.[CH3:22][N:23]([CH2:25][C:26]1[CH:31]=[CH:30][C:29]([NH2:32])=[CH:28][CH:27]=1)[CH3:24]. (4) Given the product [C:1]1([C:7]2[CH:8]=[CH:9][C:10]([O:13][CH2:20][CH2:19][NH2:18])=[CH:11][CH:12]=2)[CH:2]=[CH:3][CH:4]=[CH:5][CH:6]=1, predict the reactants needed to synthesize it. The reactants are: [C:1]1([C:7]2[CH:12]=[CH:11][C:10]([OH:13])=[CH:9][CH:8]=2)[CH:6]=[CH:5][CH:4]=[CH:3][CH:2]=1.[OH-].[K+].O1[CH2:20][CH2:19][NH:18]C1=O. (5) Given the product [CH3:30][N:31]([CH3:34])[C:32](=[O:33])[NH:1][C:2]1[CH:7]=[C:6]([O:8][C:9]2[CH:14]=[CH:13][C:12]([NH:15][C:16](=[O:28])[CH2:17][C:18]([NH:20][C:21]3[CH:26]=[CH:25][C:24]([F:27])=[CH:23][CH:22]=3)=[O:19])=[C:11]([CH3:29])[CH:10]=2)[CH:5]=[CH:4][N:3]=1, predict the reactants needed to synthesize it. The reactants are: [NH2:1][C:2]1[CH:7]=[C:6]([O:8][C:9]2[CH:14]=[CH:13][C:12]([NH:15][C:16](=[O:28])[CH2:17][C:18]([NH:20][C:21]3[CH:26]=[CH:25][C:24]([F:27])=[CH:23][CH:22]=3)=[O:19])=[C:11]([CH3:29])[CH:10]=2)[CH:5]=[CH:4][N:3]=1.[CH3:30][N:31]([CH3:34])[CH:32]=[O:33].C(N(CC)CC)C.ClC(OC1C=CC=CC=1)=O. (6) Given the product [CH:3]1([C:9]2[CH:10]=[C:11]([CH2:18][OH:19])[S:12][C:13]=2[C:14]([F:15])([F:16])[F:17])[CH2:4][CH2:5][CH2:6][CH2:7][CH2:8]1, predict the reactants needed to synthesize it. The reactants are: [BH4-].[Na+].[CH:3]1([C:9]2[CH:10]=[C:11]([CH:18]=[O:19])[S:12][C:13]=2[C:14]([F:17])([F:16])[F:15])[CH2:8][CH2:7][CH2:6][CH2:5][CH2:4]1. (7) Given the product [CH3:1][O:2][CH2:3][C:4]1[N:5]=[C:6]([CH3:26])[N:7]([CH2:35][C:36]2[S:37][CH:38]=[CH:39][CH:40]=2)[C:8](=[O:25])[C:9]=1[CH2:10][C:11]1[CH:16]=[CH:15][C:14]([C:17]2[C:18]([C:23]#[N:24])=[CH:19][CH:20]=[CH:21][CH:22]=2)=[CH:13][CH:12]=1, predict the reactants needed to synthesize it. The reactants are: [CH3:1][O:2][CH2:3][C:4]1[N:5]=[C:6]([CH3:26])[NH:7][C:8](=[O:25])[C:9]=1[CH2:10][C:11]1[CH:16]=[CH:15][C:14]([C:17]2[C:18]([C:23]#[N:24])=[CH:19][CH:20]=[CH:21][CH:22]=2)=[CH:13][CH:12]=1.[H-].[Na+].CN(C)C=O.Br[CH2:35][C:36]1[S:37][CH:38]=[CH:39][CH:40]=1. (8) Given the product [F:39][C:40]([F:45])([F:44])[C:41]([OH:43])=[O:42].[NH2:7][CH2:8][CH2:9][O:10][C:11]1[C:20]2[C:15](=[CH:16][C:17]([F:21])=[CH:18][CH:19]=2)[C:14](=[O:22])[NH:13][C:12]=1[C:30]1[CH:35]=[CH:34][C:33]([Cl:36])=[C:32]([Cl:37])[CH:31]=1, predict the reactants needed to synthesize it. The reactants are: C(OC(=O)[NH:7][CH2:8][CH2:9][O:10][C:11]1[C:20]2[C:15](=[CH:16][C:17]([F:21])=[CH:18][CH:19]=2)[C:14]([O:22]CC2C=CC=CC=2)=[N:13][C:12]=1[C:30]1[CH:35]=[CH:34][C:33]([Cl:36])=[C:32]([Cl:37])[CH:31]=1)(C)(C)C.[F:39][C:40]([F:45])([F:44])[C:41]([OH:43])=[O:42].C(Cl)Cl. (9) Given the product [CH2:7]([C:9]([C:34]1[CH:39]=[CH:38][C:37]([OH:40])=[C:36]([CH3:41])[CH:35]=1)([C:12]1[CH:17]=[CH:16][C:15]([C:18]#[C:19][C:20]([OH:29])([C:25]([F:26])([F:27])[F:28])[C:21]([F:24])([F:23])[F:22])=[C:14]([CH3:33])[CH:13]=1)[CH2:10][CH3:11])[CH3:8], predict the reactants needed to synthesize it. The reactants are: N1C=CC=CC=1.[CH2:7]([C:9]([C:34]1[CH:39]=[CH:38][C:37]([OH:40])=[C:36]([CH3:41])[CH:35]=1)([C:12]1[CH:17]=[CH:16][C:15]([C:18]#[C:19][C:20]([O:29]COC)([C:25]([F:28])([F:27])[F:26])[C:21]([F:24])([F:23])[F:22])=[C:14]([CH3:33])[CH:13]=1)[CH2:10][CH3:11])[CH3:8].FC(F)(F)S(OS(C(F)(F)F)(=O)=O)(=O)=O.O.